From a dataset of M1 muscarinic receptor agonist screen with 61,833 compounds. Binary Classification. Given a drug SMILES string, predict its activity (active/inactive) in a high-throughput screening assay against a specified biological target. (1) The compound is O=c1[nH]c2c([nH]1)ccc(Nc1nc3c(nc1n1nc(cc1C)C)cc(cc3)C)c2. The result is 1 (active). (2) The compound is S(=O)(=O)(NCc1ccc(C(=O)NCC2OCCC2)cc1)c1cc(OC)ccc1. The result is 0 (inactive). (3) The drug is s1c(C(N(CCN2CCOCC2)C(=O)CNC(=O)c2occc2)C(=O)NC2CCCC2)ccc1. The result is 0 (inactive).